From a dataset of Catalyst prediction with 721,799 reactions and 888 catalyst types from USPTO. Predict which catalyst facilitates the given reaction. Reactant: [Cl:1][C:2]1[CH:3]=[N+:4]([O-:44])[CH:5]=[C:6]([Cl:43])[C:7]=1[CH2:8][C@@H:9]([C:28]1[CH:33]=[CH:32][C:31]([O:34][CH:35]([F:37])[F:36])=[C:30]([O:38][CH2:39][CH:40]2[CH2:42][CH2:41]2)[CH:29]=1)[O:10][C:11]([C@H:13]1[N:17]([C:18](=[O:27])[C:19]2[CH:24]=[CH:23][CH:22]=[C:21]([CH:25]=O)[CH:20]=2)[CH2:16][CH2:15][S:14]1)=[O:12].[NH2:45][C:46]1[CH:51]=[CH:50][CH:49]=[CH:48][CH:47]=1.C(O)(=O)C.C(O[BH-](OC(=O)C)OC(=O)C)(=O)C.[Na+]. Product: [Cl:1][C:2]1[CH:3]=[N+:4]([O-:44])[CH:5]=[C:6]([Cl:43])[C:7]=1[CH2:8][C@@H:9]([C:28]1[CH:33]=[CH:32][C:31]([O:34][CH:35]([F:37])[F:36])=[C:30]([O:38][CH2:39][CH:40]2[CH2:42][CH2:41]2)[CH:29]=1)[O:10][C:11]([C@H:13]1[N:17]([C:18](=[O:27])[C:19]2[CH:24]=[CH:23][CH:22]=[C:21]([CH2:25][NH:45][C:46]3[CH:51]=[CH:50][CH:49]=[CH:48][CH:47]=3)[CH:20]=2)[CH2:16][CH2:15][S:14]1)=[O:12]. The catalyst class is: 2.